This data is from Catalyst prediction with 721,799 reactions and 888 catalyst types from USPTO. The task is: Predict which catalyst facilitates the given reaction. (1) Reactant: [H-].[Na+].[C:3]([O:9][CH2:10][CH3:11])(=[O:8])[C:4]([CH3:7])([CH3:6])C.[CH2:12](Br)[CH:13]=[CH2:14].[OH2:16]. Product: [CH2:12]([O:16][C:4]([CH3:6])([CH3:7])[C:3]([O:9][CH2:10][CH3:11])=[O:8])[CH:13]=[CH2:14]. The catalyst class is: 3. (2) Reactant: [F:1][C:2]1[CH:10]=[C:9]([CH3:11])[C:8]2[NH:7][C:6]3[CH2:12][CH2:13][N:14]4[C@H:18]([C:5]=3[C:4]=2[CH:3]=1)[CH2:17][CH2:16][CH2:15]4.[H-].[Na+].[CH3:21][C:22]1([C:25]2[CH:26]=[N:27][CH:28]=[CH:29][CH:30]=2)[CH2:24][O:23]1. Product: [F:1][C:2]1[CH:10]=[C:9]([CH3:11])[C:8]2[N:7]([CH2:21][C:22]([C:25]3[CH:26]=[N:27][CH:28]=[CH:29][CH:30]=3)([OH:23])[CH3:24])[C:6]3[CH2:12][CH2:13][N:14]4[C@H:18]([C:5]=3[C:4]=2[CH:3]=1)[CH2:17][CH2:16][CH2:15]4. The catalyst class is: 3.